Predict the reaction yield, written as a fraction of the theoretical maximum amount of product (1.0 means a 100% yield; for example, 0.34 means a 34% yield). From a dataset of Reaction yield outcomes from USPTO patents with 853,638 reactions. (1) The reactants are [CH:1]([O:4][C:5]1[CH:25]=[CH:24][C:8]([O:9][C:10]2[CH:15]=[C:14]([CH3:16])[C:13]([C:17]3[N:18]=[C:19]([NH2:22])[S:20][CH:21]=3)=[C:12]([CH3:23])[CH:11]=2)=[CH:7][CH:6]=1)([CH3:3])[CH3:2].C(N(CC)CC)C.Cl.[C:34](Cl)(=[O:41])[C:35]1[CH:40]=[CH:39][N:38]=[CH:37][CH:36]=1. The catalyst is C(Cl)Cl. The product is [CH:1]([O:4][C:5]1[CH:25]=[CH:24][C:8]([O:9][C:10]2[CH:15]=[C:14]([CH3:16])[C:13]([C:17]3[N:18]=[C:19]([NH:22][C:34](=[O:41])[C:35]4[CH:40]=[CH:39][N:38]=[CH:37][CH:36]=4)[S:20][CH:21]=3)=[C:12]([CH3:23])[CH:11]=2)=[CH:7][CH:6]=1)([CH3:3])[CH3:2]. The yield is 0.790. (2) The reactants are Br[C:2]1[S:3][CH:4]=[CH:5][N:6]=1.[CH3:7][O:8][C:9]1[CH:14]=[CH:13][C:12]([CH2:15][CH3:16])=[CH:11][C:10]=1B(O)O.C(=O)([O-])[O-].[Na+].[Na+]. The catalyst is C(COC)OC.O. The product is [CH2:15]([C:12]1[CH:11]=[CH:10][C:9]([O:8][CH3:7])=[C:14]([C:2]2[S:3][CH:4]=[CH:5][N:6]=2)[CH:13]=1)[CH3:16]. The yield is 0.550. (3) The reactants are C([N:8](CC1C=CC=CC=1)[CH:9]1[CH2:14][CH2:13][CH:12]([O:15][CH2:16][C:17]([O:19][C:20]([CH3:23])([CH3:22])[CH3:21])=[O:18])[CH2:11][CH2:10]1)C1C=CC=CC=1.[H][H]. The catalyst is CO.[OH-].[OH-].[Pd+2]. The product is [NH2:8][CH:9]1[CH2:14][CH2:13][CH:12]([O:15][CH2:16][C:17]([O:19][C:20]([CH3:23])([CH3:22])[CH3:21])=[O:18])[CH2:11][CH2:10]1. The yield is 0.980. (4) The reactants are [NH:1]1[CH2:7][CH2:6][CH2:5][C@H:2]1[CH2:3][OH:4].C(=O)([O-])O.[Na+].Cl[C:14]([O:16][CH2:17][C:18]1[CH:23]=[CH:22][CH:21]=[CH:20][CH:19]=1)=[O:15].[O:24]1[CH:29]=[CH:28][CH2:27][CH2:26][CH2:25]1.C1(C)C=CC(S([O-])(=O)=O)=CC=1.[NH+]1C=CC=CC=1. The catalyst is CN(C)C=O. The product is [CH2:17]([O:16][C:14]([N:1]1[CH2:7][CH2:6][CH2:5][C@H:2]1[CH2:3][O:4][CH:25]1[CH2:26][CH2:27][CH2:28][CH2:29][O:24]1)=[O:15])[C:18]1[CH:23]=[CH:22][CH:21]=[CH:20][CH:19]=1. The yield is 0.290. (5) The reactants are [CH3:1][C:2]1[N:7]=[C:6]2[S:8][C:9]3[CH2:14][CH2:13][CH2:12][CH2:11][C:10]=3[C:5]2=[C:4]([S:15][C:16]2[CH:21]=[CH:20][CH:19]=[CH:18][CH:17]=2)[C:3]=1[CH:22]([O:27][C:28]([CH3:31])([CH3:30])[CH3:29])[C:23]([O:25]C)=[O:24].[OH-].[Na+]. The catalyst is CO. The product is [CH3:1][C:2]1[N:7]=[C:6]2[S:8][C:9]3[CH2:14][CH2:13][CH2:12][CH2:11][C:10]=3[C:5]2=[C:4]([S:15][C:16]2[CH:17]=[CH:18][CH:19]=[CH:20][CH:21]=2)[C:3]=1[CH:22]([O:27][C:28]([CH3:31])([CH3:30])[CH3:29])[C:23]([OH:25])=[O:24]. The yield is 0.500. (6) The reactants are [CH3:1][N:2]([CH3:17])[C:3]1[CH:8]=[CH:7][C:6]([C:9]#[C:10][C:11]2[CH:16]=[CH:15][CH:14]=[CH:13][CH:12]=2)=[CH:5][CH:4]=1.[F-].[K+].C1O[CH2:36][CH2:35]OCCOCCOCCOCCOC1.[CH2:38]1[CH2:42]OC[CH2:39]1. No catalyst specified. The product is [CH3:17][N:2]([C:1]1[CH:36]=[CH:35][CH:42]=[CH:38][CH:39]=1)[C:3]1[CH:8]=[CH:7][C:6]([C:9]#[C:10][C:11]2[CH:16]=[CH:15][CH:14]=[CH:13][CH:12]=2)=[CH:5][CH:4]=1. The yield is 0.820. (7) The reactants are [CH2:1]([O:4][C:5]1[CH:13]=[C:12]([O:14][CH2:15][CH:16]=[CH2:17])[C:11]([CH2:18][C:19]#[C:20][CH3:21])=[CH:10][C:6]=1[C:7]([OH:9])=O)[CH:2]=[CH2:3].[N:22]1([CH2:28][C:29]2[CH:34]=[CH:33][C:32]([NH2:35])=[CH:31][CH:30]=2)[CH2:27][CH2:26][O:25][CH2:24][CH2:23]1.O.ON1C2C=CC=CC=2N=N1.Cl.C(N=C=NCCCN(C)C)C. The catalyst is CN(C)C=O.O. The product is [CH2:1]([O:4][C:5]1[CH:13]=[C:12]([O:14][CH2:15][CH:16]=[CH2:17])[C:11]([CH2:18][C:19]#[C:20][CH3:21])=[CH:10][C:6]=1[C:7]([NH:35][C:32]1[CH:31]=[CH:30][C:29]([CH2:28][N:22]2[CH2:23][CH2:24][O:25][CH2:26][CH2:27]2)=[CH:34][CH:33]=1)=[O:9])[CH:2]=[CH2:3]. The yield is 0.820.